From a dataset of Experimentally validated miRNA-target interactions with 360,000+ pairs, plus equal number of negative samples. Binary Classification. Given a miRNA mature sequence and a target amino acid sequence, predict their likelihood of interaction. (1) The miRNA is hsa-miR-425-3p with sequence AUCGGGAAUGUCGUGUCCGCCC. The protein sequence of the target gene is MSAQTSLAEKGLNPGLMCQESYACSGTDEAIFECDECCSLQCLRCEEELHRQERLRNHERIRLKAGHVPYCDPCKGPNGHSPGVRQRAAVRCQTCKINLCLECQKRTHSGGNKRRHPITVYLVSKVQESLEGEEMDEETKRKKMTERVVSFLLVDENEEIQVTNEEDFIRKLDCKPDQHLKVVSIFGNTGDGKSHTLNHTFFYGREVFKTSPAQESCTVGVWAAYDPVHKVAVIDTEGLLGATVNLSQRTRLLLKVLAISDLVIYRTHADRLHNDLFKFLGDASEAYLKHFTKELKATTA.... Result: 0 (no interaction). (2) The miRNA is mmu-miR-107-3p with sequence AGCAGCAUUGUACAGGGCUAUCA. The protein sequence of the target gene is MNIRGAPDLGQPSDDPNSGGERERIRQRMKMVIGQLEGILRELKEVAKELREVVSQIDKLTSDFDFELEPDDWTTATVSSTSSSDKAGVGGPFDLGHLDFMTADILSDSWEFCSFLDVSTPSDSVDGPEAPRPGTGPDYQLMNGGLPIPNGPRVETPDSSSEEAFSAGPAKGQVPQRTPGTRERVRFSDKVLYHALCCDDEEGDGEEGEEEEEGDLAPELPRVEPHTGPLKPSPAPYKTKRSPLTTRRLGPTLAPEQTRRVTRNSSTQTVSDKSTQTVLPYTATKQKAKGKN. Result: 0 (no interaction). (3) The miRNA is hsa-miR-4445-3p with sequence CACGGCAAAAGAAACAAUCCA. The protein sequence of the target gene is MDPSGSRGRPTWVLAGGLLAVALALGGRGCLGASSRPRWRPLGAQPPRDPQVAPRSGPGLRIPPGRSGAGPESSTQDLPCMIWPKVECCHFKTAVEAPLGMKLDKKMEVFIPLSTSAASSGPWAHSLFAFIPSWPKKNLFKRESPITHRLYGDISREVQGTSENGVIFQKCALVSGSSEAQTARIWLLVNNTKTTSSANLSELLLLDSIAGLTIWDSVGNRTSEGFQAFSKKFLQVGDAFAVSYAATLQAGDLGNGESLKLPAQLTFQSSSRNRTQLKVLFSITAEENVTVLPHHGLHAA.... Result: 0 (no interaction).